From a dataset of Reaction yield outcomes from USPTO patents with 853,638 reactions. Predict the reaction yield, written as a fraction of the theoretical maximum amount of product (1.0 means a 100% yield; for example, 0.34 means a 34% yield). (1) The reactants are [CH2:1]([O:8][C:9]([NH:11][C:12]1[C:17](=O)[NH:16][C:15]([C:19]2[CH:24]=[CH:23][CH:22]=[CH:21][CH:20]=2)=[N:14][CH:13]=1)=[O:10])[C:2]1[CH:7]=[CH:6][CH:5]=[CH:4][CH:3]=1.C(N(CC)CC)C.P(Cl)(Cl)([Cl:34])=O.C(=O)([O-])O.[Na+]. The catalyst is C(#N)C.[Cl-].C([N+](CC)(CC)CC)C.O. The product is [CH2:1]([O:8][C:9]([NH:11][C:12]1[C:17]([Cl:34])=[N:16][C:15]([C:19]2[CH:24]=[CH:23][CH:22]=[CH:21][CH:20]=2)=[N:14][CH:13]=1)=[O:10])[C:2]1[CH:7]=[CH:6][CH:5]=[CH:4][CH:3]=1. The yield is 0.757. (2) The reactants are [CH2:1]([NH2:8])[C:2]1[CH:7]=[CH:6][CH:5]=[CH:4][CH:3]=1.[Cl:9][C:10]1[CH:15]=[C:14](Cl)[N:13]=[CH:12][N:11]=1.C(N(CC)CC)C.CO. The catalyst is C(Cl)Cl. The product is [CH2:1]([NH:8][C:14]1[CH:15]=[C:10]([Cl:9])[N:11]=[CH:12][N:13]=1)[C:2]1[CH:7]=[CH:6][CH:5]=[CH:4][CH:3]=1. The yield is 0.790. (3) The product is [CH2:1]([N:8]1[CH2:13][CH2:12][CH:11]([C:14](=[O:15])[CH2:23][CH2:22][CH:21]=[CH2:20])[CH2:10][CH2:9]1)[C:2]1[CH:7]=[CH:6][CH:5]=[CH:4][CH:3]=1. The yield is 0.570. The reactants are [CH2:1]([N:8]1[CH2:13][CH2:12][CH:11]([C:14](N(OC)C)=[O:15])[CH2:10][CH2:9]1)[C:2]1[CH:7]=[CH:6][CH:5]=[CH:4][CH:3]=1.[CH2:20]([Mg]Br)[CH2:21][CH:22]=[CH2:23]. The catalyst is C1COCC1. (4) The reactants are [C:1]([O:5][C:6](=[O:23])[NH:7][C:8]1([CH:12]([OH:22])[C:13](=[O:21])[NH:14][C:15]2[CH:19]=[CH:18][N:17]([CH3:20])[N:16]=2)[CH2:11][CH2:10][CH2:9]1)([CH3:4])(C)C.Cl.C(Cl)(OCC1[C:41]2[C:36](=[CH:37][CH:38]=[CH:39][CH:40]=2)[C:35]2[C:30]1=[CH:31][CH:32]=[CH:33][CH:34]=2)=O.C([O-])(O)=O.[Na+]. The catalyst is O1CCOCC1.O.C(Cl)Cl. The product is [OH:22][CH:12]([C:8]1([NH:7][C:6](=[O:23])[O:5][CH2:1][CH:4]2[C:34]3[CH:33]=[CH:32][CH:31]=[CH:30][C:35]=3[C:36]3[C:41]2=[CH:40][CH:39]=[CH:38][CH:37]=3)[CH2:9][CH2:10][CH2:11]1)[C:13]([NH:14][C:15]1[CH:19]=[CH:18][N:17]([CH3:20])[N:16]=1)=[O:21]. The yield is 0.900. (5) The reactants are [CH:1]([C:3]1[CH:18]=[CH:17][C:6]([O:7][C:8]2[CH:16]=[CH:15][C:11]([C:12]([NH2:14])=[O:13])=[CH:10][N:9]=2)=[CH:5][CH:4]=1)=O.[CH:19]1([N:24]2[CH2:29][CH2:28][NH:27][CH2:26][CH2:25]2)[CH2:23][CH2:22][CH2:21][CH2:20]1.[BH4-].[Na+]. The catalyst is CO. The product is [CH:19]1([N:24]2[CH2:25][CH2:26][N:27]([CH2:1][C:3]3[CH:18]=[CH:17][C:6]([O:7][C:8]4[CH:16]=[CH:15][C:11]([C:12]([NH2:14])=[O:13])=[CH:10][N:9]=4)=[CH:5][CH:4]=3)[CH2:28][CH2:29]2)[CH2:20][CH2:21][CH2:22][CH2:23]1. The yield is 0.360. (6) The reactants are Br[C:2]1[CH:3]=[CH:4][C:5]([N+:8]([O-:10])=[O:9])=[N:6][CH:7]=1.C([O-])([O-])=O.[K+].[K+].[N:17]1([C:23]([O:25][C:26]([CH3:29])([CH3:28])[CH3:27])=[O:24])[CH2:22][CH2:21][NH:20][CH2:19][CH2:18]1.O. The catalyst is CS(C)=O.C(Cl)Cl.CC(=O)OCC. The product is [N+:8]([C:5]1[N:6]=[CH:7][C:2]([N:20]2[CH2:19][CH2:18][N:17]([C:23]([O:25][C:26]([CH3:29])([CH3:28])[CH3:27])=[O:24])[CH2:22][CH2:21]2)=[CH:3][CH:4]=1)([O-:10])=[O:9]. The yield is 0.370. (7) The reactants are [NH2:1][C@@H:2]([CH2:33][C:34]1[CH:39]=[CH:38][CH:37]=[CH:36][CH:35]=1)[C@@H:3]([OH:32])[CH2:4][C@@H:5]([NH:19][C:20]([C@@H:22]([NH:27][C:28](=[O:31])[O:29][CH3:30])[C:23]([CH3:26])([CH3:25])[CH3:24])=[O:21])[CH2:6][C:7]1[CH:12]=[CH:11][C:10]([C:13]2[CH:18]=[CH:17][CH:16]=[CH:15][N:14]=2)=[CH:9][CH:8]=1.[CH3:40][C:41]([CH3:63])([CH3:62])[C@H:42]([N:46]1[CH2:50][CH2:49][N:48]([CH2:51][C:52]2[CH:57]=[CH:56][C:55]([N+:58]([O-:60])=[O:59])=[CH:54][CH:53]=2)[C:47]1=[O:61])[C:43](O)=[O:44].CCOP(ON1N=NC2C=CC=CC=2C1=O)(OCC)=O.C(N(CC)C(C)C)(C)C. The catalyst is C1COCC1. The product is [CH3:40][C:41]([CH3:63])([CH3:62])[C@H:42]([N:46]1[CH2:50][CH2:49][N:48]([CH2:51][C:52]2[CH:57]=[CH:56][C:55]([N+:58]([O-:60])=[O:59])=[CH:54][CH:53]=2)[C:47]1=[O:61])[C:43]([NH:1][C@@H:2]([CH2:33][C:34]1[CH:35]=[CH:36][CH:37]=[CH:38][CH:39]=1)[C@@H:3]([OH:32])[CH2:4][C@@H:5]([NH:19][C:20]([C@@H:22]([NH:27][C:28](=[O:31])[O:29][CH3:30])[C:23]([CH3:26])([CH3:25])[CH3:24])=[O:21])[CH2:6][C:7]1[CH:12]=[CH:11][C:10]([C:13]2[CH:18]=[CH:17][CH:16]=[CH:15][N:14]=2)=[CH:9][CH:8]=1)=[O:44]. The yield is 0.560. (8) The reactants are [C:1]([C:3]([C:6]1[CH:7]=[C:8]([CH:28]=[CH:29][CH:30]=1)[C:9]([NH:11][C:12]1[CH:17]=[CH:16][CH:15]=[C:14]([O:18][C:19]2[CH:20]=[N:21][C:22]([N+:25]([O-])=O)=[CH:23][CH:24]=2)[CH:13]=1)=[O:10])([CH3:5])[CH3:4])#[N:2]. The catalyst is CO.[C].[Pd]. The product is [NH2:25][C:22]1[N:21]=[CH:20][C:19]([O:18][C:14]2[CH:13]=[C:12]([NH:11][C:9](=[O:10])[C:8]3[CH:28]=[CH:29][CH:30]=[C:6]([C:3]([C:1]#[N:2])([CH3:4])[CH3:5])[CH:7]=3)[CH:17]=[CH:16][CH:15]=2)=[CH:24][CH:23]=1. The yield is 0.790. (9) The yield is 0.840. The catalyst is O1CCOCC1. The reactants are [NH2:1][C:2]1[CH:10]=[C:9]([O:11][CH2:12][C:13]2[CH:18]=[CH:17][CH:16]=[CH:15][CH:14]=2)[C:8]([O:19][CH3:20])=[CH:7][C:3]=1[C:4]([NH2:6])=[O:5].[CH3:21]N(C=NC=[N+](C)C)C.[Cl-].C([O-])(=O)C.[Na+].C(O)(=O)C. The product is [CH2:12]([O:11][C:9]1[CH:10]=[C:2]2[C:3]([C:4](=[O:5])[NH:6][CH:21]=[N:1]2)=[CH:7][C:8]=1[O:19][CH3:20])[C:13]1[CH:14]=[CH:15][CH:16]=[CH:17][CH:18]=1.